From a dataset of Catalyst prediction with 721,799 reactions and 888 catalyst types from USPTO. Predict which catalyst facilitates the given reaction. (1) Reactant: [OH:1][C:2]1[CH:11]=[CH:10][C:9]([N+:12]([O-:14])=[O:13])=[CH:8][C:3]=1[C:4]([O:6][CH3:7])=[O:5].[Cl:15][C:16]1[CH:21]=[CH:20][CH:19]=[CH:18][C:17]=1[CH:22]([C:24]1[CH:29]=[CH:28][C:27]([F:30])=[CH:26][CH:25]=1)O.C1(P(C2C=CC=CC=2)C2C=CC=CC=2)C=CC=CC=1. Product: [Cl:15][C:16]1[CH:21]=[CH:20][CH:19]=[CH:18][C:17]=1[CH:22]([C:24]1[CH:25]=[CH:26][C:27]([F:30])=[CH:28][CH:29]=1)[O:1][C:2]1[CH:11]=[CH:10][C:9]([N+:12]([O-:14])=[O:13])=[CH:8][C:3]=1[C:4]([O:6][CH3:7])=[O:5]. The catalyst class is: 3. (2) Reactant: [CH2:1]([C@H:3]1[N:6]([C:7]2[CH:12]=[CH:11][C:10]([C:13]([F:16])([F:15])[F:14])=[CH:9][CH:8]=2)[C:5](=[O:17])[CH2:4]1)[CH3:2].[OH2:18].[OH-].[K+]. Product: [F:14][C:13]([F:16])([F:15])[C:10]1[CH:11]=[CH:12][C:7]([NH:6][C@H:3]([CH2:1][CH3:2])[CH2:4][C:5]([OH:17])=[O:18])=[CH:8][CH:9]=1. The catalyst class is: 5. (3) Reactant: [CH3:1][O:2][C:3]([C:5]1[C:13]([CH3:14])=[C:12]2[C:8]([C:9]3[CH:18]=[C:17]([CH3:19])[CH:16]=[N:15][C:10]=3[NH:11]2)=[CH:7][CH:6]=1)=[O:4].[C:20](OC(=O)C)(=[O:22])[CH3:21]. Product: [C:20]([N:11]1[C:12]2[C:8](=[CH:7][CH:6]=[C:5]([C:3]([O:2][CH3:1])=[O:4])[C:13]=2[CH3:14])[C:9]2[CH:18]=[C:17]([CH3:19])[CH:16]=[N:15][C:10]1=2)(=[O:22])[CH3:21]. The catalyst class is: 6. (4) Reactant: [OH:1][CH2:2][CH2:3][O:4][CH2:5][CH2:6][NH:7][C:8]([C:10]1[C:11]([CH3:52])=[C:12]2[CH:33]=[C:31]3[N:32]=[C:28]([C:29]([CH3:36])=[C:30]3[CH2:34][CH3:35])[CH:27]=[C:25]3[NH:26][C:22]([C:23]([CH3:39])=[C:24]3[CH:37]=[CH2:38])=[CH:21][C:19]3=[N:20][C:16]([CH:17]([CH2:41][CH2:42][C:43]([O:45][CH3:46])=[O:44])[CH:18]3[CH3:40])=[C:15]([CH2:47][C:48]([O:50][CH3:51])=[O:49])[C:14]=1[NH:13]2)=[O:9].N1C=CC=CC=1.[C:59](OC(=O)C)(=[O:61])[CH3:60].O. Product: [C:59]([O:1][CH2:2][CH2:3][O:4][CH2:5][CH2:6][NH:7][C:8]([C:10]1[C:11]([CH3:52])=[C:12]2[CH:33]=[C:31]3[N:32]=[C:28]([C:29]([CH3:36])=[C:30]3[CH2:34][CH3:35])[CH:27]=[C:25]3[NH:26][C:22]([C:23]([CH3:39])=[C:24]3[CH:37]=[CH2:38])=[CH:21][C:19]3=[N:20][C:16]([CH:17]([CH2:41][CH2:42][C:43]([O:45][CH3:46])=[O:44])[CH:18]3[CH3:40])=[C:15]([CH2:47][C:48]([O:50][CH3:51])=[O:49])[C:14]=1[NH:13]2)=[O:9])(=[O:61])[CH3:60]. The catalyst class is: 4. (5) Reactant: [CH:1]([O-])=[O:2].[Na+].[CH2:5]([O:7][C:8]([C:10]1[CH:11]=[C:12]([CH3:29])[C:13]2[O:19][C:18]3[C:20]([Cl:25])=[CH:21][C:22]([NH2:24])=[CH:23][C:17]=3[CH2:16][S:15](=[O:27])(=[O:26])[C:14]=2[CH:28]=1)=[O:9])[CH3:6].COC(C1C=C(C)C2OC3C(Cl)=CC(N)=CC=3CS(=O)(=O)C=2C=1)=O. Product: [CH2:5]([O:7][C:8]([C:10]1[CH:11]=[C:12]([CH3:29])[C:13]2[O:19][C:18]3[C:20]([Cl:25])=[CH:21][C:22]([NH:24][CH:1]=[O:2])=[CH:23][C:17]=3[CH2:16][S:15](=[O:27])(=[O:26])[C:14]=2[CH:28]=1)=[O:9])[CH3:6]. The catalyst class is: 106. (6) Reactant: [Cl-].[CH3:2][O:3][CH2:4][P+](C1C=CC=CC=1)(C1C=CC=CC=1)C1C=CC=CC=1.CC([O-])(C)C.[K+].[CH2:30]([O:32][C:33]1[CH:38]=[CH:37][C:36]([CH:39]2[CH2:44][CH2:43][CH:42]([CH:45]=O)[CH2:41][CH2:40]2)=[C:35]([F:47])[C:34]=1[F:48])[CH3:31].O. The catalyst class is: 1. Product: [CH2:30]([O:32][C:33]1[CH:38]=[CH:37][C:36]([CH:39]2[CH2:44][CH2:43][CH:42]([CH:45]=[CH:2][O:3][CH3:4])[CH2:41][CH2:40]2)=[C:35]([F:47])[C:34]=1[F:48])[CH3:31]. (7) Reactant: C(OC([N:11]1[CH2:16][CH:15]=[C:14]([C:17]2[CH:38]=[CH:37][C:20]([O:21][CH2:22][CH2:23][N:24]3[CH2:29][CH2:28][N:27]([C:30]([O:32][C:33]([CH3:36])([CH3:35])[CH3:34])=[O:31])[CH2:26][CH2:25]3)=[CH:19][CH:18]=2)[CH2:13][CH2:12]1)=O)C1C=CC=CC=1. Product: [NH:11]1[CH2:16][CH2:15][CH:14]([C:17]2[CH:38]=[CH:37][C:20]([O:21][CH2:22][CH2:23][N:24]3[CH2:29][CH2:28][N:27]([C:30]([O:32][C:33]([CH3:34])([CH3:36])[CH3:35])=[O:31])[CH2:26][CH2:25]3)=[CH:19][CH:18]=2)[CH2:13][CH2:12]1. The catalyst class is: 43. (8) Reactant: Cl[C:2]1[CH:7]=[CH:6][C:5]([Cl:8])=[CH:4][N:3]=1.[C:9]1(B(O)O)[CH:14]=[CH:13][CH:12]=[CH:11][CH:10]=1.C(=O)([O-])[O-].[K+].[K+].C(COC)OC. Product: [Cl:8][C:5]1[CH:6]=[CH:7][C:2]([C:9]2[CH:14]=[CH:13][CH:12]=[CH:11][CH:10]=2)=[N:3][CH:4]=1. The catalyst class is: 103.